This data is from Reaction yield outcomes from USPTO patents with 853,638 reactions. The task is: Predict the reaction yield, written as a fraction of the theoretical maximum amount of product (1.0 means a 100% yield; for example, 0.34 means a 34% yield). (1) The reactants are [Cl:1][C:2]1[CH:3]=[C:4]([CH:8]2[CH:12]3[CH2:13][CH2:14][CH2:15][CH2:16][CH:11]3[O:10][CH:9]2O)[CH:5]=[CH:6][CH:7]=1.[N:18]1(C(OC(C)(C)C)=O)[CH2:23][CH2:22][NH:21][CH2:20][CH2:19]1.C(O[BH-](OC(=O)C)OC(=O)C)(=O)C.[Na+]. The catalyst is ClC(Cl)C.C(Cl)Cl. The product is [ClH:1].[ClH:1].[Cl:1][C:2]1[CH:3]=[C:4]([CH:8]([CH:12]2[CH2:13][CH2:14][CH2:15][CH2:16][CH:11]2[OH:10])[CH2:9][N:18]2[CH2:23][CH2:22][NH:21][CH2:20][CH2:19]2)[CH:5]=[CH:6][CH:7]=1. The yield is 0.830. (2) The reactants are [N+:1]([C:4]1[CH:9]=[CH:8][CH:7]=[CH:6][C:5]=1[C:10]1[C:11]2[NH:15][C:14]([C:16]([C:52]3[CH:57]=[CH:56][CH:55]=[CH:54][C:53]=3[N+:58]([O-])=O)=[C:17]3[N:51]=[C:20]([C:21]([C:42]4[CH:47]=[CH:46][CH:45]=[CH:44][C:43]=4[N+:48]([O-])=O)=[C:22]4[NH:41][C:25](=[C:26]([C:32]5[CH:37]=[CH:36][CH:35]=[CH:34][C:33]=5[N+:38]([O-])=O)[C:27]5[CH:28]=[CH:29][C:30]=1[N:31]=5)[CH:24]=[CH:23]4)[CH:19]=[CH:18]3)=[CH:13][CH:12]=2)([O-])=O.O.O.[Sn](Cl)Cl.N. The catalyst is Cl. The product is [NH2:58][C:53]1[CH:54]=[CH:55][CH:56]=[CH:57][C:52]=1[C:16]1[C:14]2[NH:15][C:11]([C:10]([C:5]3[CH:6]=[CH:7][CH:8]=[CH:9][C:4]=3[NH2:1])=[C:30]3[N:31]=[C:27]([C:26]([C:32]4[CH:37]=[CH:36][CH:35]=[CH:34][C:33]=4[NH2:38])=[C:25]4[NH:41][C:22](=[C:21]([C:42]5[CH:47]=[CH:46][CH:45]=[CH:44][C:43]=5[NH2:48])[C:20]5[CH:19]=[CH:18][C:17]=1[N:51]=5)[CH:23]=[CH:24]4)[CH:28]=[CH:29]3)=[CH:12][CH:13]=2. The yield is 0.900.